Dataset: NCI-60 drug combinations with 297,098 pairs across 59 cell lines. Task: Regression. Given two drug SMILES strings and cell line genomic features, predict the synergy score measuring deviation from expected non-interaction effect. (1) Drug 1: CN(CCCl)CCCl.Cl. Drug 2: C(CN)CNCCSP(=O)(O)O. Cell line: NCI-H226. Synergy scores: CSS=0.959, Synergy_ZIP=5.78, Synergy_Bliss=1.61, Synergy_Loewe=-3.06, Synergy_HSA=-0.664. (2) Drug 1: C1CN1C2=NC(=NC(=N2)N3CC3)N4CC4. Drug 2: CC1=CC2C(CCC3(C2CCC3(C(=O)C)OC(=O)C)C)C4(C1=CC(=O)CC4)C. Cell line: NCI/ADR-RES. Synergy scores: CSS=43.9, Synergy_ZIP=-2.10, Synergy_Bliss=-2.93, Synergy_Loewe=-15.1, Synergy_HSA=-3.45. (3) Cell line: RPMI-8226. Synergy scores: CSS=18.0, Synergy_ZIP=-0.640, Synergy_Bliss=-0.759, Synergy_Loewe=-5.24, Synergy_HSA=-2.52. Drug 1: C1CCC(CC1)NC(=O)N(CCCl)N=O. Drug 2: C1=NC2=C(N=C(N=C2N1C3C(C(C(O3)CO)O)F)Cl)N.